From a dataset of Catalyst prediction with 721,799 reactions and 888 catalyst types from USPTO. Predict which catalyst facilitates the given reaction. (1) Reactant: [NH2:1][CH:2]([CH3:9])[CH2:3][C:4]([O:6][CH2:7][CH3:8])=[O:5].[C:10]([O:14][CH2:15][CH3:16])(=[O:13])[CH:11]=[CH2:12]. Product: [CH2:15]([O:14][C:10](=[O:13])[CH2:11][CH2:12][NH:1][CH:2]([CH3:9])[CH2:3][C:4]([O:6][CH2:7][CH3:8])=[O:5])[CH3:16]. The catalyst class is: 14. (2) Reactant: [CH2:1]([N:3]1[CH2:8][C:7]([CH3:10])([CH3:9])[O:6][C:5](=[O:11])[CH:4]1[CH2:12][C:13]([OH:15])=O)[CH3:2].C(N(C(C)C)CC)(C)C.CN(C(ON1N=NC2C=CC=NC1=2)=[N+](C)C)C.F[P-](F)(F)(F)(F)F.[NH:49]1[CH2:54][CH2:53][O:52][CH2:51][CH2:50]1. Product: [CH2:1]([N:3]1[CH2:8][C:7]([CH3:9])([CH3:10])[O:6][C:5](=[O:11])[CH:4]1[CH2:12][C:13]([N:49]1[CH2:54][CH2:53][O:52][CH2:51][CH2:50]1)=[O:15])[CH3:2]. The catalyst class is: 3. (3) Reactant: [N:1]1([CH2:7][CH2:8][O:9][C:10]2[CH:19]=[CH:18][C:13]3[N:14]=[C:15]([NH2:17])[S:16][C:12]=3[CH:11]=2)[CH2:6][CH2:5][O:4][CH2:3][CH2:2]1.[CH:20]([C:22]1[CH:31]=[CH:30][C:25]([C:26]([O:28][CH3:29])=[O:27])=[CH:24][CH:23]=1)=O.C([Sn](Cl)(Cl)CCCC)CCC.C1([SiH3])C=CC=CC=1. Product: [CH3:29][O:28][C:26](=[O:27])[C:25]1[CH:30]=[CH:31][C:22]([CH2:20][NH:17][C:15]2[S:16][C:12]3[CH:11]=[C:10]([O:9][CH2:8][CH2:7][N:1]4[CH2:6][CH2:5][O:4][CH2:3][CH2:2]4)[CH:19]=[CH:18][C:13]=3[N:14]=2)=[CH:23][CH:24]=1. The catalyst class is: 476. (4) Reactant: C1(C)C=CC=CC=1.C[Si]([N-][Si](C)(C)C)(C)C.[K+].[F:18][CH2:19][C:20]1([C:27]([O:29][CH2:30][C:31]2[CH:36]=[CH:35][CH:34]=[CH:33][CH:32]=2)=[O:28])[CH2:25][CH2:24][C:23](=[O:26])[CH2:22][CH2:21]1.[F:37][C:38]([F:57])([F:56])[S:39](N(C1C=CC=CC=1)[S:39]([C:38]([F:57])([F:56])[F:37])(=[O:41])=[O:40])(=[O:41])=[O:40]. Product: [F:18][CH2:19][C:20]1([C:27]([O:29][CH2:30][C:31]2[CH:32]=[CH:33][CH:34]=[CH:35][CH:36]=2)=[O:28])[CH2:25][CH2:24][C:23]([O:26][S:39]([C:38]([F:57])([F:56])[F:37])(=[O:41])=[O:40])=[CH:22][CH2:21]1. The catalyst class is: 7.